From a dataset of Peptide-MHC class I binding affinity with 185,985 pairs from IEDB/IMGT. Regression. Given a peptide amino acid sequence and an MHC pseudo amino acid sequence, predict their binding affinity value. This is MHC class I binding data. The peptide sequence is FLFMDRDAL. The MHC is HLA-B40:01 with pseudo-sequence HLA-B40:01. The binding affinity (normalized) is 0.371.